The task is: Predict which catalyst facilitates the given reaction.. This data is from Catalyst prediction with 721,799 reactions and 888 catalyst types from USPTO. (1) Reactant: [CH3:1][O:2][C:3](=[O:14])[CH2:4][O:5][C:6]1[CH:11]=[CH:10][C:9]([Cl:12])=[C:8]([NH2:13])[CH:7]=1.[Cl:15][C:16]1[CH:29]=[C:28]([S:30]([CH3:33])(=[O:32])=[O:31])[CH:27]=[CH:26][C:17]=1[CH2:18][CH:19]([C:23](=O)[CH3:24])[C:20](=O)[CH3:21]. Product: [CH3:1][O:2][C:3](=[O:14])[CH2:4][O:5][C:6]1[CH:11]=[CH:10][C:9]([Cl:12])=[C:8]2[C:7]=1[C:20]([CH3:21])=[C:19]([CH2:18][C:17]1[CH:26]=[CH:27][C:28]([S:30]([CH3:33])(=[O:32])=[O:31])=[CH:29][C:16]=1[Cl:15])[C:23]([CH3:24])=[N:13]2. The catalyst class is: 6. (2) Reactant: [N+:1]([C:4]1[CH:5]=[C:6]([S:10]([CH3:13])(=[NH:12])=[O:11])[CH:7]=[CH:8][CH:9]=1)([O-:3])=[O:2].[CH:14]([N:17]=[C:18]=[O:19])([CH3:16])[CH3:15]. Product: [N+:1]([C:4]1[CH:5]=[C:6]([S:10]([CH3:13])(=[N:12][C:18](=[O:19])[NH:17][CH:14]([CH3:16])[CH3:15])=[O:11])[CH:7]=[CH:8][CH:9]=1)([O-:3])=[O:2]. The catalyst class is: 11.